This data is from Reaction yield outcomes from USPTO patents with 853,638 reactions. The task is: Predict the reaction yield, written as a fraction of the theoretical maximum amount of product (1.0 means a 100% yield; for example, 0.34 means a 34% yield). (1) The reactants are [OH:1][C:2]1[CH:11]=[C:10]2[C:5]([C:6]([O:12][C:13]3[C:14]([C:23](=[O:25])[CH3:24])=[N:15][C:16]4[C:21]([CH:22]=3)=[CH:20][CH:19]=[CH:18][CH:17]=4)=[CH:7][CH:8]=[N:9]2)=[CH:4][C:3]=1[O:26][CH3:27].C1(P(C2C=CC=CC=2)C2C=CC=CC=2)C=CC=CC=1.CC1(C)[O:53][CH2:52][CH:51]([CH2:54]O)[CH2:50][O:49]1.CCOC(/N=N/C(OCC)=O)=O.S(=O)(=O)(O)O.[OH-].[Na+]. The catalyst is O1CCCC1.O. The product is [OH:49][CH2:50][CH:51]([CH2:52][OH:53])[CH2:54][O:1][C:2]1[CH:11]=[C:10]2[C:5]([C:6]([O:12][C:13]3[C:14]([C:23](=[O:25])[CH3:24])=[N:15][C:16]4[C:21]([CH:22]=3)=[CH:20][CH:19]=[CH:18][CH:17]=4)=[CH:7][CH:8]=[N:9]2)=[CH:4][C:3]=1[O:26][CH3:27]. The yield is 0.750. (2) The reactants are B(Br)(Br)Br.[F:5][C:6]1[CH:7]=[C:8]([S:13][C:14]2[CH:15]=[C:16]3[C:24]([NH:25][C:26](=[O:47])[C:27]4[CH:32]=[CH:31][C:30]([N:33]5[CH2:38][CH2:37][N:36]([CH3:39])[CH2:35][CH2:34]5)=[CH:29][C:28]=4[NH:40][CH:41]4[CH2:46][CH2:45][O:44][CH2:43][CH2:42]4)=[N:23][NH:22][C:17]3=[N:18][C:19]=2[O:20]C)[CH:9]=[C:10]([F:12])[CH:11]=1.CO. The catalyst is ClCCl.ClCCCl. The product is [F:5][C:6]1[CH:7]=[C:8]([S:13][C:14]2[CH:15]=[C:16]3[C:24]([NH:25][C:26](=[O:47])[C:27]4[CH:32]=[CH:31][C:30]([N:33]5[CH2:38][CH2:37][N:36]([CH3:39])[CH2:35][CH2:34]5)=[CH:29][C:28]=4[NH:40][CH:41]4[CH2:42][CH2:43][O:44][CH2:45][CH2:46]4)=[N:23][NH:22][C:17]3=[N:18][C:19]=2[OH:20])[CH:9]=[C:10]([F:12])[CH:11]=1. The yield is 0.240. (3) The reactants are S([N:11]1[C:15]2[N:16]=[CH:17][C:18]3[N:19]([C:20]([C@@H:23]4[CH2:28][CH2:27][CH2:26][N:25]([C:29]([O:31][C:32]([CH3:35])([CH3:34])[CH3:33])=[O:30])[CH2:24]4)=[N:21][CH:22]=3)[C:14]=2[CH:13]=[CH:12]1)(C1C=CC(C)=CC=1)(=O)=O.[OH-].[Na+].CCOC(C)=O.[NH4+].[Cl-]. The product is [C:20]1([C@@H:23]2[CH2:28][CH2:27][CH2:26][N:25]([C:29]([O:31][C:32]([CH3:35])([CH3:34])[CH3:33])=[O:30])[CH2:24]2)[N:19]2[C:14]3[CH:13]=[CH:12][NH:11][C:15]=3[N:16]=[CH:17][C:18]2=[CH:22][N:21]=1. The catalyst is O1CCOCC1. The yield is 0.920. (4) The reactants are C[O:2][C:3]1[CH:8]=[CH:7][C:6]([C:9]2[CH:18]=[CH:17][CH:16]=[C:15]3[C:10]=2[CH:11]=[CH:12][N:13]=[C:14]3[NH:19][C:20]2[CH:21]=[C:22]3[C:27](=[CH:28][CH:29]=2)[N:26]=[CH:25][CH:24]=[CH:23]3)=[CH:5][N:4]=1. The yield is 0.630. The product is [NH:4]1[CH:5]=[C:6]([C:9]2[CH:18]=[CH:17][CH:16]=[C:15]3[C:10]=2[CH:11]=[CH:12][N:13]=[C:14]3[NH:19][C:20]2[CH:21]=[C:22]3[C:27](=[CH:28][CH:29]=2)[N:26]=[CH:25][CH:24]=[CH:23]3)[CH:7]=[CH:8][C:3]1=[O:2]. The catalyst is Cl.